From a dataset of Full USPTO retrosynthesis dataset with 1.9M reactions from patents (1976-2016). Predict the reactants needed to synthesize the given product. (1) Given the product [Cl:1][C:2]1[CH:7]=[C:6]([Cl:8])[CH:5]=[CH:4][C:3]=1[S:9]([C:11]1[S:15][C:14]([C:16](=[O:18])[CH3:17])=[CH:13][C:12]=1[N+:19]([O-:21])=[O:20])(=[O:27])=[O:10], predict the reactants needed to synthesize it. The reactants are: [Cl:1][C:2]1[CH:7]=[C:6]([Cl:8])[CH:5]=[CH:4][C:3]=1[S:9]([C:11]1[S:15][C:14]([C:16](=[O:18])[CH3:17])=[CH:13][C:12]=1[N+:19]([O-:21])=[O:20])=[O:10].ClC1C=C(C=CC=1)C(OO)=[O:27]. (2) Given the product [CH3:1][O:2][C:3]1[CH:4]=[C:5]2[C:10](=[CH:11][C:12]=1[O:13][CH2:14][C@@H:15]([OH:16])[CH2:17][OH:33])[N:9]=[CH:8][CH:7]=[C:6]2[O:18][C:19]1[C:20]([CH3:29])=[N:21][C:22]2[C:27]([CH:28]=1)=[CH:26][CH:25]=[CH:24][CH:23]=2, predict the reactants needed to synthesize it. The reactants are: [CH3:1][O:2][C:3]1[CH:4]=[C:5]2[C:10](=[CH:11][C:12]=1[O:13][CH2:14][C@@H:15]1[CH2:17][O:16]1)[N:9]=[CH:8][CH:7]=[C:6]2[O:18][C:19]1[C:20]([CH3:29])=[N:21][C:22]2[C:27]([CH:28]=1)=[CH:26][CH:25]=[CH:24][CH:23]=2.FC(F)(F)C(O)=[O:33].C(=O)([O-])O.[Na+]. (3) Given the product [C:1]([O:5][C:6]([N:8]1[CH2:13][CH2:12][N:11]([C:14]([O:16][C:17]([CH3:18])([CH3:19])[CH3:20])=[O:15])[CH2:10][C@@H:9]1[CH2:21][CH2:22][CH2:23][CH2:24][O:25][CH3:26])=[O:7])([CH3:4])([CH3:3])[CH3:2], predict the reactants needed to synthesize it. The reactants are: [C:1]([O:5][C:6]([N:8]1[CH2:13][CH2:12][N:11]([C:14]([O:16][C:17]([CH3:20])([CH3:19])[CH3:18])=[O:15])[CH2:10][C@@H:9]1[CH2:21][CH2:22][CH2:23][CH2:24][OH:25])=[O:7])([CH3:4])([CH3:3])[CH3:2].[CH3:26]I.[H-].[Na+]. (4) Given the product [NH2:8][C:5]1[C:4]([N+:9]([O-:11])=[O:10])=[C:3]([N:12]2[CH2:17][CH2:16][N:15]([CH2:18][CH2:19][NH:34][C:33]([NH:32][C:26]3[CH:31]=[CH:30][CH:29]=[CH:28][CH:27]=3)=[O:50])[CH2:14][CH2:13]2)[C:2]([Br:1])=[CH:7][N:6]=1, predict the reactants needed to synthesize it. The reactants are: [Br:1][C:2]1[C:3]([N:12]2[CH2:17][CH2:16][N:15]([CH:18](C3C=CC=CN=3)[CH3:19])[CH2:14][CH2:13]2)=[C:4]([N+:9]([O-:11])=[O:10])[C:5]([NH2:8])=[N:6][CH:7]=1.[C:26]1([NH:32][C:33](=[O:50])[NH:34]CCN2CCN(C(OC(C)(C)C)=O)CC2)[CH:31]=[CH:30][CH:29]=[CH:28][CH:27]=1.C(O)(C(F)(F)F)=O.BrC1C(Cl)=C([N+]([O-])=O)C(N)=NC=1. (5) Given the product [CH3:25][C@H:24]1[O:26][S:2](=[O:1])(=[O:34])[N:12]([C:10]([O:9][C:5]([CH3:8])([CH3:7])[CH3:6])=[O:11])[C@@H:13]1[C:14]([O:16][CH2:17][C:18]1[CH:19]=[CH:20][CH:21]=[CH:22][CH:23]=1)=[O:15], predict the reactants needed to synthesize it. The reactants are: [O:1]=[S:2](Cl)Cl.[C:5]([O:9][C:10]([NH:12][C@@H:13]([C@H:24]([OH:26])[CH3:25])[C:14]([O:16][CH2:17][C:18]1[CH:23]=[CH:22][CH:21]=[CH:20][CH:19]=1)=[O:15])=[O:11])([CH3:8])([CH3:7])[CH3:6].N1C=CC=CC=1.I([O-])(=O)(=O)=[O:34].[Na+].